From a dataset of Reaction yield outcomes from USPTO patents with 853,638 reactions. Predict the reaction yield, written as a fraction of the theoretical maximum amount of product (1.0 means a 100% yield; for example, 0.34 means a 34% yield). (1) The reactants are [CH2:1]([O:4][C:5](=[O:68])[NH:6][C@@H:7]([CH:65]([CH3:67])[CH3:66])[C:8]([NH:10][C@@H:11]([CH3:64])[C:12]([NH:14][C:15]1[CH:20]=[CH:19][C:18]([CH2:21][O:22][C:23](=[O:63])[NH:24][C:25]2[CH:30]=[C:29]([O:31][Si:32]([CH:39]([CH3:41])[CH3:40])([CH:36]([CH3:38])[CH3:37])[CH:33]([CH3:35])[CH3:34])[C:28]([O:42][CH3:43])=[CH:27][C:26]=2[C:44]([N:46]2[CH:50]=[C:49](/[CH:51]=[CH:52]/[CH3:53])[CH2:48][C@H:47]2[CH2:54][O:55][Si](C(C)(C)C)(C)C)=[O:45])=[CH:17][CH:16]=1)=[O:13])=[O:9])[CH:2]=[CH2:3]. The catalyst is C(O)(=O)C.CO.O1CCCC1.O.CCOC(C)=O. The product is [CH2:1]([O:4][C:5](=[O:68])[NH:6][C@@H:7]([CH:65]([CH3:67])[CH3:66])[C:8]([NH:10][C@@H:11]([CH3:64])[C:12]([NH:14][C:15]1[CH:16]=[CH:17][C:18]([CH2:21][O:22][C:23](=[O:63])[NH:24][C:25]2[CH:30]=[C:29]([O:31][Si:32]([CH:39]([CH3:40])[CH3:41])([CH:33]([CH3:35])[CH3:34])[CH:36]([CH3:38])[CH3:37])[C:28]([O:42][CH3:43])=[CH:27][C:26]=2[C:44]([N:46]2[CH:50]=[C:49](/[CH:51]=[CH:52]/[CH3:53])[CH2:48][C@H:47]2[CH2:54][OH:55])=[O:45])=[CH:19][CH:20]=1)=[O:13])=[O:9])[CH:2]=[CH2:3]. The yield is 0.920. (2) The reactants are [Cl:1][C:2]1[N:3]=[N:4][C:5](Cl)=[CH:6][CH:7]=1.[C:9]([NH:12][NH2:13])(=O)[CH3:10].C(N(CC)CC)C.O.C1(C)C=CC(S(O)(=O)=O)=CC=1. The catalyst is O1CCOCC1. The product is [Cl:1][C:2]1[CH:7]=[CH:6][C:5]2[N:4]([C:9]([CH3:10])=[N:12][N:13]=2)[N:3]=1. The yield is 0.120. (3) The reactants are [Cl:1][C:2]1[N:7]=[C:6]2[C:8]([CH3:36])=[C:9]([CH:11]([NH:18][C:19]3[CH:24]=[CH:23][C:22]([C:25]([N:27]([CH3:35])[CH2:28][CH2:29][C:30]([O:32]CC)=[O:31])=[O:26])=[CH:21][CH:20]=3)[CH:12]3[CH2:17][CH2:16][CH2:15][CH2:14][CH2:13]3)[O:10][C:5]2=[CH:4][CH:3]=1.O1CCCC1.[OH-].[Li+]. The catalyst is C(O)C. The product is [Cl:1][C:2]1[N:7]=[C:6]2[C:8]([CH3:36])=[C:9]([CH:11]([NH:18][C:19]3[CH:20]=[CH:21][C:22]([C:25]([N:27]([CH3:35])[CH2:28][CH2:29][C:30]([OH:32])=[O:31])=[O:26])=[CH:23][CH:24]=3)[CH:12]3[CH2:13][CH2:14][CH2:15][CH2:16][CH2:17]3)[O:10][C:5]2=[CH:4][CH:3]=1. The yield is 0.890. (4) The reactants are Br[C:2]1[CH:7]=[CH:6][C:5]([C:8](=[C:16]2[CH2:21][C:20]([CH3:23])([CH3:22])[CH2:19][C:18]([CH3:25])([CH3:24])[CH2:17]2)[C:9]2[CH:14]=[CH:13][C:12]([OH:15])=[CH:11][CH:10]=2)=[CH:4][CH:3]=1.[OH:26][CH2:27][C:28]1[CH:29]=[C:30](B(O)O)[CH:31]=[CH:32][CH:33]=1.C([O-])([O-])=O.[Na+].[Na+]. The catalyst is C1C=CC([P]([Pd]([P](C2C=CC=CC=2)(C2C=CC=CC=2)C2C=CC=CC=2)([P](C2C=CC=CC=2)(C2C=CC=CC=2)C2C=CC=CC=2)[P](C2C=CC=CC=2)(C2C=CC=CC=2)C2C=CC=CC=2)(C2C=CC=CC=2)C2C=CC=CC=2)=CC=1.COCCOC. The product is [OH:26][CH2:27][C:28]1[CH:33]=[C:32]([C:2]2[CH:7]=[CH:6][C:5]([C:8](=[C:16]3[CH2:21][C:20]([CH3:23])([CH3:22])[CH2:19][C:18]([CH3:24])([CH3:25])[CH2:17]3)[C:9]3[CH:14]=[CH:13][C:12]([OH:15])=[CH:11][CH:10]=3)=[CH:4][CH:3]=2)[CH:31]=[CH:30][CH:29]=1. The yield is 0.660.